This data is from Forward reaction prediction with 1.9M reactions from USPTO patents (1976-2016). The task is: Predict the product of the given reaction. (1) Given the reactants [NH:1]1[CH:5]=[CH:4][CH:3]=[N:2]1.[H-].[Na+].[F:8][C:9]1[CH:16]=[CH:15][C:12]([CH2:13]Br)=[CH:11][CH:10]=1, predict the reaction product. The product is: [F:8][C:9]1[CH:16]=[CH:15][C:12]([CH2:13][N:1]2[CH:5]=[CH:4][CH:3]=[N:2]2)=[CH:11][CH:10]=1. (2) Given the reactants [F:1][C:2]1[C:24]([S:25]([CH:27]2[CH2:32][CH2:31][N:30]([CH:33]([CH3:35])[CH3:34])[CH2:29][CH2:28]2)=[O:26])=[CH:23][C:5]2[C:6]3[N:7]([CH:11]=[C:12]([C:14]4[N:18]([CH:19]([CH3:21])[CH3:20])[N:17]=[C:16]([CH3:22])[N:15]=4)[N:13]=3)[CH2:8][CH2:9][O:10][C:4]=2[CH:3]=1.C(O)(C(F)(F)F)=[O:37].C1C=C(Cl)C=C(C(OO)=O)C=1, predict the reaction product. The product is: [F:1][C:2]1[C:24]([S:25]([CH:27]2[CH2:28][CH2:29][N:30]([CH:33]([CH3:35])[CH3:34])[CH2:31][CH2:32]2)(=[O:37])=[O:26])=[CH:23][C:5]2[C:6]3[N:7]([CH:11]=[C:12]([C:14]4[N:18]([CH:19]([CH3:20])[CH3:21])[N:17]=[C:16]([CH3:22])[N:15]=4)[N:13]=3)[CH2:8][CH2:9][O:10][C:4]=2[CH:3]=1.